Dataset: TCR-epitope binding with 47,182 pairs between 192 epitopes and 23,139 TCRs. Task: Binary Classification. Given a T-cell receptor sequence (or CDR3 region) and an epitope sequence, predict whether binding occurs between them. (1) The epitope is RIFTIGTVTLK. The TCR CDR3 sequence is CASKGALEGYTF. Result: 0 (the TCR does not bind to the epitope). (2) The epitope is EPLPQGQLTAY. The TCR CDR3 sequence is CASSLGGEGEQYF. Result: 0 (the TCR does not bind to the epitope). (3) The epitope is MLNIPSINV. The TCR CDR3 sequence is CASRDRGLGQPQHF. Result: 1 (the TCR binds to the epitope). (4) The epitope is FVRATATIPI. The TCR CDR3 sequence is CASSAWTSTGRRYEQYF. Result: 0 (the TCR does not bind to the epitope). (5) The epitope is RPRGEVRFL. Result: 0 (the TCR does not bind to the epitope). The TCR CDR3 sequence is CASSSSGFTGDEQFF. (6) The epitope is EILDITPCSF. The TCR CDR3 sequence is CASSLDGAEAFF. Result: 1 (the TCR binds to the epitope). (7) The epitope is EHPTFTSQYRIQGKL. The TCR CDR3 sequence is CASSLDEQGGFYEQYF. Result: 0 (the TCR does not bind to the epitope). (8) The epitope is YVFCTVNAL. The TCR CDR3 sequence is CSARSRGDTDTQYF. Result: 0 (the TCR does not bind to the epitope). (9) The epitope is KLGGALQAK. The TCR CDR3 sequence is CASSLELLSEQYF. Result: 0 (the TCR does not bind to the epitope). (10) The epitope is KPLEFGATSAAL. The TCR CDR3 sequence is CASSSLAGVNNEQFF. Result: 1 (the TCR binds to the epitope).